This data is from Catalyst prediction with 721,799 reactions and 888 catalyst types from USPTO. The task is: Predict which catalyst facilitates the given reaction. (1) Reactant: Br[CH:2]1[CH2:5][CH2:4][CH2:3]1.[F:6][C:7]1[C:15]([F:16])=[CH:14][C:13]([OH:17])=[CH:12][C:8]=1[C:9]([OH:11])=[O:10].C(=O)([O-])[O-].[K+].[K+]. Product: [CH:2]1([O:17][C:13]2[CH:14]=[C:15]([F:16])[C:7]([F:6])=[C:8]([CH:12]=2)[C:9]([O:11][CH:2]2[CH2:5][CH2:4][CH2:3]2)=[O:10])[CH2:5][CH2:4][CH2:3]1. The catalyst class is: 10. (2) Reactant: [NH2:1][C:2]1[C:3]([C:9]([OH:11])=O)=[N:4][C:5]([I:8])=[CH:6][N:7]=1.Cl.CN(C)CCCN=C=NCC.ON1C2C=CC=CC=2N=N1.Cl.[NH2:35][C:36]1[CH:40]=[CH:39][N:38]([CH3:41])[N:37]=1.C(N(CC)CC)C. Product: [NH2:1][C:2]1[C:3]([C:9]([NH:35][C:36]2[CH:40]=[CH:39][N:38]([CH3:41])[N:37]=2)=[O:11])=[N:4][C:5]([I:8])=[CH:6][N:7]=1. The catalyst class is: 145. (3) Reactant: [CH3:1][O:2][C:3]([C:5]1[N:9]([CH3:10])[N:8]=[C:7]([C:11]([OH:13])=O)[CH:6]=1)=[O:4].S(Cl)(Cl)=O.CC(C)=O.[N-:22]=[N+:23]=[N-:24].[Na+]. Product: [CH3:1][O:2][C:3]([C:5]1[N:9]([CH3:10])[N:8]=[C:7]([C:11]([N:22]=[N+:23]=[N-:24])=[O:13])[CH:6]=1)=[O:4]. The catalyst class is: 6. (4) Reactant: [O:1]=[C:2]1[CH:11]=[CH:10][C:9]2[C:4](=[CH:5][CH:6]=[CH:7][CH:8]=2)[N:3]1[CH2:12][CH2:13][C:14]([O:16]CC)=[O:15].[OH-].[Na+]. Product: [O:1]=[C:2]1[CH:11]=[CH:10][C:9]2[C:4](=[CH:5][CH:6]=[CH:7][CH:8]=2)[N:3]1[CH2:12][CH2:13][C:14]([OH:16])=[O:15]. The catalyst class is: 40. (5) Reactant: [H-].[H-].[H-].[H-].[Li+].[Al+3].[CH2:7]([N:14]1[CH2:18][CH:17]2[C:19](=O)[NH:20][C:21](=O)[CH:16]2[CH2:15]1)[C:8]1[CH:13]=[CH:12][CH:11]=[CH:10][CH:9]=1.[C:24](O[C:24]([O:26][C:27]([CH3:30])([CH3:29])[CH3:28])=[O:25])([O:26][C:27]([CH3:30])([CH3:29])[CH3:28])=[O:25].C([O-])(O)=O.[Na+]. Product: [C:27]([O:26][C:24]([N:20]1[CH2:19][CH:17]2[CH:16]([CH2:15][N:14]([CH2:7][C:8]3[CH:13]=[CH:12][CH:11]=[CH:10][CH:9]=3)[CH2:18]2)[CH2:21]1)=[O:25])([CH3:30])([CH3:29])[CH3:28]. The catalyst class is: 1. (6) Product: [F:1][C:2]1[CH:3]=[CH:4][C:5]([N:13]2[CH2:18][CH2:17][N:16]([CH2:20][CH2:21][C:22]3[CH:23]=[CH:24][C:25]4[O:30][CH2:29][C:28](=[O:31])[N:27]([CH3:32])[C:26]=4[CH:33]=3)[CH2:15][CH2:14]2)=[C:6]2[C:11]=1[N:10]=[C:9]([CH3:12])[CH:8]=[CH:7]2. Reactant: [F:1][C:2]1[CH:3]=[CH:4][C:5]([N:13]2[CH2:18][CH2:17][NH:16][CH2:15][CH2:14]2)=[C:6]2[C:11]=1[N:10]=[C:9]([CH3:12])[CH:8]=[CH:7]2.Cl[CH2:20][CH2:21][C:22]1[CH:23]=[CH:24][C:25]2[O:30][CH2:29][C:28](=[O:31])[N:27]([CH3:32])[C:26]=2[CH:33]=1.[I-].[Na+].C(=O)([O-])[O-].[Na+].[Na+]. The catalyst class is: 435.